From a dataset of Full USPTO retrosynthesis dataset with 1.9M reactions from patents (1976-2016). Predict the reactants needed to synthesize the given product. (1) Given the product [N:1]1([C:10]2[O:11][C:12]([CH2:25][CH2:26][C:27]([OH:29])=[O:28])=[C:13]([C:15]3[CH:16]=[CH:17][C:18]([C:21]([F:24])([F:23])[F:22])=[CH:19][CH:20]=3)[N:14]=2)[C:5]2[CH:6]=[CH:7][CH:8]=[CH:9][C:4]=2[N:3]=[CH:2]1, predict the reactants needed to synthesize it. The reactants are: [N:1]1([C:10]2[O:11][C:12]([CH2:25][CH2:26][C:27]([O:29]C)=[O:28])=[C:13]([C:15]3[CH:20]=[CH:19][C:18]([C:21]([F:24])([F:23])[F:22])=[CH:17][CH:16]=3)[N:14]=2)[C:5]2[CH:6]=[CH:7][CH:8]=[CH:9][C:4]=2[N:3]=[CH:2]1.[OH-].[Na+].O1CCCC1.Cl. (2) The reactants are: [N:1]1([C:7]2[C:15]3[C:10](=[CH:11][CH:12]=[CH:13][CH:14]=3)[N:9]([Si:16]([CH:23]([CH3:25])[CH3:24])([CH:20]([CH3:22])[CH3:21])[CH:17]([CH3:19])[CH3:18])[CH:8]=2)[CH2:6][CH2:5]O[CH2:3][CH2:2]1.Br[C:27]1C2C(=CC=CC=2)N([Si](C(C)C)(C(C)C)C(C)C)C=1.N1CCCCC1.C1(P(C2CCCCC2)C2C=CC=CC=2C2C=CC=CC=2N(C)C)CCCCC1.C[Si]([N-][Si](C)(C)C)(C)C.[Li+]. Given the product [N:1]1([C:7]2[C:15]3[C:10](=[CH:11][CH:12]=[CH:13][CH:14]=3)[N:9]([Si:16]([CH:23]([CH3:25])[CH3:24])([CH:20]([CH3:22])[CH3:21])[CH:17]([CH3:19])[CH3:18])[CH:8]=2)[CH2:6][CH2:5][CH2:27][CH2:3][CH2:2]1, predict the reactants needed to synthesize it. (3) Given the product [Cl:1][C:2]1[N:3]=[CH:4][C:5]([O:9][C:18]2[CH:19]=[C:14]([NH:13][C:10](=[O:12])[CH3:11])[CH:15]=[CH:16][CH:17]=2)=[CH:6][C:7]=1[F:8], predict the reactants needed to synthesize it. The reactants are: [Cl:1][C:2]1[C:7]([F:8])=[CH:6][C:5]([OH:9])=[CH:4][N:3]=1.[C:10]([NH:13][C:14]1[CH:15]=[C:16](B(O)O)[CH:17]=[CH:18][CH:19]=1)(=[O:12])[CH3:11].C(N(CC)CC)C. (4) Given the product [NH2:8][C@H:12]([CH2:13][F:14])[C@H:11]([C:15]1[CH:16]=[CH:17][C:18]([C:21]2[CH:22]=[N:23][C:24]([CH2:27][NH:28][CH2:29][CH3:30])=[CH:25][CH:26]=2)=[CH:19][CH:20]=1)[OH:10], predict the reactants needed to synthesize it. The reactants are: C(OC([N:8]1[C@H:12]([CH2:13][F:14])[C@@H:11]([C:15]2[CH:20]=[CH:19][C:18]([C:21]3[CH:22]=[N:23][C:24]([CH2:27][NH:28][CH2:29][CH3:30])=[CH:25][CH:26]=3)=[CH:17][CH:16]=2)[O:10]C1(C)C)=O)(C)(C)C.FC(F)(F)C(O)=O.